From a dataset of Reaction yield outcomes from USPTO patents with 853,638 reactions. Predict the reaction yield, written as a fraction of the theoretical maximum amount of product (1.0 means a 100% yield; for example, 0.34 means a 34% yield). The catalyst is OS(O)(=O)=O.O. The product is [Br:9][C:5]1[CH:6]=[C:7]([CH3:8])[C:2]([OH:11])=[N:3][CH:4]=1. The yield is 0.840. The reactants are N[C:2]1[C:7]([CH3:8])=[CH:6][C:5]([Br:9])=[CH:4][N:3]=1.N([O-])=[O:11].[Na+].